The task is: Predict the product of the given reaction.. This data is from Forward reaction prediction with 1.9M reactions from USPTO patents (1976-2016). (1) The product is: [N:1]1[C:6]2[NH:7][CH:8]=[CH:9][C:5]=2[C:4]([NH:10][CH:11]2[CH2:16][N:15]([C:17](=[O:20])[CH:18]=[CH2:19])[C:14]([CH3:22])([CH3:21])[CH2:13][CH2:12]2)=[N:3][CH:2]=1. Given the reactants [N:1]1[C:6]2[NH:7][CH:8]=[CH:9][C:5]=2[C:4]([NH:10][C@H:11]2[CH2:16][N:15]([C:17](=[O:20])[CH:18]=[CH2:19])[C:14]([CH3:22])([CH3:21])[CH2:13][CH2:12]2)=[N:3][CH:2]=1.CC1(C)CCC(NC2C3C=CN(S(C4C=CC(C)=CC=4)(=O)=O)C=3N=CN=2)CN1C(=O)C=C.CC([O-])(C)C.[K+], predict the reaction product. (2) The product is: [Br:1][C:2]1[C:3]([O:8][CH:9]2[CH2:14][CH2:13][NH:12][CH2:11][CH2:10]2)=[N:4][CH:5]=[CH:6][CH:7]=1. Given the reactants [Br:1][C:2]1[C:3]([O:8][CH:9]2[CH2:14][CH2:13][N:12](C(OC(C)(C)C)=O)[CH2:11][CH2:10]2)=[N:4][CH:5]=[CH:6][CH:7]=1.Cl.[NH4+].[OH-], predict the reaction product.